This data is from Full USPTO retrosynthesis dataset with 1.9M reactions from patents (1976-2016). The task is: Predict the reactants needed to synthesize the given product. Given the product [C:1]1([S:7]([N:10]2[C:14]3=[N:15][CH:16]=[C:17]([Cl:19])[CH:18]=[C:13]3[C:12]([CH2:20][C:22]3[CH:27]=[CH:26][C:25]([NH2:28])=[N:24][CH:23]=3)=[CH:11]2)(=[O:9])=[O:8])[CH:6]=[CH:5][CH:4]=[CH:3][CH:2]=1, predict the reactants needed to synthesize it. The reactants are: [C:1]1([S:7]([N:10]2[C:14]3=[N:15][CH:16]=[C:17]([Cl:19])[CH:18]=[C:13]3[C:12]([CH:20]([C:22]3[CH:23]=[N:24][C:25]([N:28]4[Si](C)(C)CC[Si]4(C)C)=[CH:26][CH:27]=3)O)=[CH:11]2)(=[O:9])=[O:8])[CH:6]=[CH:5][CH:4]=[CH:3][CH:2]=1.NC1N=CC(C(C2C3C(=NC=C(Cl)C=3)N(S(C3C=CC=CC=3)(=O)=O)C=2)O)=CC=1.C([SiH](CC)CC)C.FC(F)(F)C(O)=O.